Predict the product of the given reaction. From a dataset of Forward reaction prediction with 1.9M reactions from USPTO patents (1976-2016). Given the reactants [CH3:1][O:2][C:3]1[CH:4]=[C:5]([S:9](Cl)(=[O:11])=[O:10])[CH:6]=[CH:7][CH:8]=1.CCN(CC)CC.Cl.[CH2:21]([O:23][C:24](=[O:28])[CH2:25][CH2:26][NH2:27])[CH3:22], predict the reaction product. The product is: [CH2:21]([O:23][C:24](=[O:28])[CH2:25][CH2:26][NH:27][S:9]([C:5]1[CH:6]=[CH:7][CH:8]=[C:3]([O:2][CH3:1])[CH:4]=1)(=[O:11])=[O:10])[CH3:22].